From a dataset of Full USPTO retrosynthesis dataset with 1.9M reactions from patents (1976-2016). Predict the reactants needed to synthesize the given product. (1) The reactants are: FC1C=C(F)C=CC=1CN1C2C=CC=C(N)C=2C=N1.[N:20]1[CH:21]=[C:22]([C:29]([OH:31])=O)[N:23]2[CH:28]=[CH:27][CH:26]=[CH:25][C:24]=12.[N:32]1[CH:37]=[CH:36][CH:35]=[CH:34][C:33]=1[CH2:38][N:39]1[C:47]2[CH:46]=[CH:45][CH:44]=[C:43]([NH2:48])[C:42]=2[CH:41]=[N:40]1. Given the product [N:32]1[CH:37]=[CH:36][CH:35]=[CH:34][C:33]=1[CH2:38][N:39]1[C:47]2[C:42](=[C:43]([NH:48][C:29]([C:22]3[N:23]4[CH:28]=[CH:27][CH:26]=[CH:25][C:24]4=[N:20][CH:21]=3)=[O:31])[CH:44]=[CH:45][CH:46]=2)[CH:41]=[N:40]1, predict the reactants needed to synthesize it. (2) Given the product [NH2:1][C:2]1[C:10]2[C:5](=[CH:6][CH:7]=[C:8]([CH:11]3[C:16]([C:17]#[N:18])=[C:15]([CH3:19])[NH:14][C:13]([CH3:20])=[C:12]3[C:21]#[N:22])[CH:9]=2)[N:4]([C:35]([O:34][C:30]([CH3:33])([CH3:32])[CH3:31])=[O:36])[N:3]=1, predict the reactants needed to synthesize it. The reactants are: [NH2:1][C:2]1[C:10]2[C:5](=[CH:6][CH:7]=[C:8]([CH:11]3[C:16]([C:17]#[N:18])=[C:15]([CH3:19])[NH:14][C:13]([CH3:20])=[C:12]3[C:21]#[N:22])[CH:9]=2)[NH:4][N:3]=1.C(N(CC)CC)C.[C:30]([O:34][C:35](O[C:35]([O:34][C:30]([CH3:33])([CH3:32])[CH3:31])=[O:36])=[O:36])([CH3:33])([CH3:32])[CH3:31].